The task is: Binary Classification. Given a miRNA mature sequence and a target amino acid sequence, predict their likelihood of interaction.. This data is from Experimentally validated miRNA-target interactions with 360,000+ pairs, plus equal number of negative samples. (1) The miRNA is hsa-miR-92a-3p with sequence UAUUGCACUUGUCCCGGCCUGU. The protein sequence of the target gene is MPARTAPARVPTLAVPAISLPDDVRRRLKDLERDSLTEKECVKEKLNLLHEFLQTEIKNQLCDLETKLRKEELSEEGYLAKVKSLLNKDLSLENGAHAYNREVNGRLENGNQARSEARRVGMADANSPPKPLSKPRTPRRSKSDGEAKPEPSPSPRITRKSTRQTTITSHFAKGPAKRKPQEESERAKSDESIKEEDKDQDEKRRRVTSRERVARPLPAEEPERAKSGTRTEKEEERDEKEEKRLRSQTKEPTPKQKLKEEPDREARAGVQADEDEDGDEKDEKKHRSQPKDLAAKRRPE.... Result: 1 (interaction). (2) The miRNA is hsa-miR-6844 with sequence UUCUUUGUUUUUAAUUCACAG. The protein sequence of the target gene is MPHFTVVPVDGPRRGDYDNLEGLSWVDYGERAELDDSDGHGNHRESSPFLSPLEASRGIDYYDRNLALFEEELDIRPKVSSLLGKLVSYTNLTQGAKEHEEAESGEGTRRRAAEAPSMGTLMGVYLPCLQNIFGVILFLRLTWMVGTAGVLQALLIVLICCCCTLLTAISMSAIATNGVVPAGGSYFMISRSLGPEFGGAVGLCFYLGTTFAAAMYILGAIEILLTYIAPPAAIFYPSGAHDTSNATLNNMRVYGTIFLTFMTLVVFVGVKYVNKFASLFLACVIISILSIYAGGIKSIF.... Result: 0 (no interaction). (3) The miRNA is mmu-miR-1901 with sequence CCGCUCGUACUCCCGGGGGUCC. The protein sequence of the target gene is MAGLNSLEAVKRKIQALQQQADDAEDRAQGLQRELDGERERREKAEGDAAALNRRIQLLEEELDRAQEQLATALQNLEEAEKAADESERGMKVIENRAMKDEEKMEILEMQLKEAKHITDEADRKYEEVARKLVILEGELKRAEERAEVSELKCGDLEEELKNVTNNLKSLEAASEKYSEKEDKYEEEIKLLSDKLKEAETRAEFAERTVSKLEKTIDDLEEKLAQAKEENVGLHQTLDQTLNELNCI. Result: 0 (no interaction).